Dataset: Full USPTO retrosynthesis dataset with 1.9M reactions from patents (1976-2016). Task: Predict the reactants needed to synthesize the given product. (1) Given the product [C:1]([NH:9][C:10]1[CH:11]=[CH:12][C:13]([C:16]2[CH:24]=[C:23]3[C:19]([CH2:20][N:21]([C@@H:26]([CH:31]([CH3:33])[CH3:32])[C:27]([OH:29])=[O:28])[C:22]3=[O:25])=[CH:18][CH:17]=2)=[CH:14][CH:15]=1)(=[O:8])[C:2]1[CH:7]=[CH:6][CH:5]=[CH:4][CH:3]=1, predict the reactants needed to synthesize it. The reactants are: [C:1]([NH:9][C:10]1[CH:15]=[CH:14][C:13]([C:16]2[CH:24]=[C:23]3[C:19]([CH2:20][N:21]([C@@H:26]([CH:31]([CH3:33])[CH3:32])[C:27]([O:29]C)=[O:28])[C:22]3=[O:25])=[CH:18][CH:17]=2)=[CH:12][CH:11]=1)(=[O:8])[C:2]1[CH:7]=[CH:6][CH:5]=[CH:4][CH:3]=1.[Li+].[OH-].Cl. (2) Given the product [CH3:46][S:47]([C:67]1[CH:66]=[C:65]([C:71]2[N:7]=[CH:8][N:9]([C:11]3[CH:16]=[C:15]([C:17]([F:20])([F:19])[F:18])[CH:14]=[C:13]([C:21]4[CH:26]=[CH:25][C:24]([C:27]([F:30])([F:29])[F:28])=[CH:23][CH:22]=4)[N:12]=3)[CH:10]=2)[CH:70]=[CH:69][CH:68]=1)(=[O:49])=[O:48], predict the reactants needed to synthesize it. The reactants are: C([Sn](CCCC)(CCCC)C1[N:7]=[CH:8][N:9]([C:11]2[CH:16]=[C:15]([C:17]([F:20])([F:19])[F:18])[CH:14]=[C:13]([C:21]3[CH:26]=[CH:25][C:24]([C:27]([F:30])([F:29])[F:28])=[CH:23][CH:22]=3)[N:12]=2)[CH:10]=1)CCC.BrC1C=C([CH2:46][S:47](CC2C=CC=C(Br)C=2)(=[O:49])=[O:48])C=CC=1.CCCCCCC.[C:65]1([CH3:71])[CH:70]=[CH:69][CH:68]=[CH:67][CH:66]=1.